From a dataset of Catalyst prediction with 721,799 reactions and 888 catalyst types from USPTO. Predict which catalyst facilitates the given reaction. Reactant: [Cl:1][C:2]1[N:3]=[CH:4][C:5]2[NH:11][C:10](=[O:12])[C:9]([F:14])([F:13])[CH2:8][N:7]([CH:15]3[CH2:18][CH2:17][CH2:16]3)[C:6]=2[N:19]=1.[CH3:20]N(C)C=O.C(=O)([O-])[O-].[Cs+].[Cs+].IC. Product: [Cl:1][C:2]1[N:3]=[CH:4][C:5]2[N:11]([CH3:20])[C:10](=[O:12])[C:9]([F:14])([F:13])[CH2:8][N:7]([CH:15]3[CH2:18][CH2:17][CH2:16]3)[C:6]=2[N:19]=1. The catalyst class is: 6.